From a dataset of Full USPTO retrosynthesis dataset with 1.9M reactions from patents (1976-2016). Predict the reactants needed to synthesize the given product. (1) Given the product [Br:13][C:14]1[CH:15]=[CH:16][C:17]([CH:20]=[CH:21][C:22](=[O:23])[C:3]([F:6])([F:5])[C:2]([F:8])([F:7])[F:1])=[CH:18][CH:19]=1, predict the reactants needed to synthesize it. The reactants are: [F:1][C:2]([F:8])([F:7])[C:3]([F:6])([F:5])I.C[Li].[Br-].[Li+].[Br:13][C:14]1[CH:19]=[CH:18][C:17]([CH:20]=[CH:21][C:22](N(OC)C)=[O:23])=[CH:16][CH:15]=1. (2) Given the product [Cl:1][C:2]1[C:10]([C:11]#[N:12])=[CH:9][CH:8]=[C:7]2[C:3]=1[CH:4]=[C:5]([CH:13]([F:14])[F:15])[N:6]2[CH2:17][C:18]1[S:19][C:20]([CH:23]2[CH2:25][CH2:24]2)=[N:21][N:22]=1, predict the reactants needed to synthesize it. The reactants are: [Cl:1][C:2]1[C:10]([C:11]#[N:12])=[CH:9][CH:8]=[C:7]2[C:3]=1[CH:4]=[C:5]([CH:13]([F:15])[F:14])[NH:6]2.Cl[CH2:17][C:18]1[S:19][C:20]([CH:23]2[CH2:25][CH2:24]2)=[N:21][N:22]=1. (3) Given the product [CH3:21][S:22]([C:25]1[CH:32]=[CH:31][C:28]([CH2:29][N:4]2[CH2:5][CH2:6][CH2:7][N:1]([C:8]3[CH:9]=[CH:10][C:11]4[N:12]([C:14]([C:17]([F:18])([F:19])[F:20])=[N:15][N:16]=4)[N:13]=3)[CH2:2][CH2:3]2)=[CH:27][CH:26]=1)(=[O:23])=[O:24], predict the reactants needed to synthesize it. The reactants are: [N:1]1([C:8]2[CH:9]=[CH:10][C:11]3[N:12]([C:14]([C:17]([F:20])([F:19])[F:18])=[N:15][N:16]=3)[N:13]=2)[CH2:7][CH2:6][CH2:5][NH:4][CH2:3][CH2:2]1.[CH3:21][S:22]([C:25]1[CH:32]=[CH:31][C:28]([CH:29]=O)=[CH:27][CH:26]=1)(=[O:24])=[O:23]. (4) Given the product [C:1]([O:9][CH2:10][CH2:11][O:12][CH2:13][CH2:14][N:15]1[C:23]2[C:22]([NH:25][C:26]3[CH:46]=[CH:45][C:29]([O:30][C:31]4[CH:32]=[C:33]([CH:38]=[C:39]([C:41]([F:42])([F:43])[F:44])[CH:40]=4)[C:34]([O:36][CH3:37])=[O:35])=[C:28]([Cl:47])[CH:27]=3)=[N:21][CH:20]=[N:19][C:18]=2[CH:17]=[CH:16]1)(=[O:8])[C:2]1[CH:7]=[CH:6][CH:5]=[CH:4][CH:3]=1, predict the reactants needed to synthesize it. The reactants are: [C:1]([O:9][CH2:10][CH2:11][O:12][CH2:13][CH2:14][N:15]1[C:23]2[C:22](Cl)=[N:21][CH:20]=[N:19][C:18]=2[CH:17]=[CH:16]1)(=[O:8])[C:2]1[CH:7]=[CH:6][CH:5]=[CH:4][CH:3]=1.[NH2:25][C:26]1[CH:46]=[CH:45][C:29]([O:30][C:31]2[CH:32]=[C:33]([CH:38]=[C:39]([C:41]([F:44])([F:43])[F:42])[CH:40]=2)[C:34]([O:36][CH3:37])=[O:35])=[C:28]([Cl:47])[CH:27]=1. (5) Given the product [C:31]([O:30][C:28]([N:35]1[CH2:40][CH2:39][C:38](=[CH:11]/[CH:12]=[CH:13]/[C:14]2[CH:15]=[CH:16][CH:17]=[CH:18][CH:19]=2)[CH2:37][CH2:36]1)=[O:29])([CH3:34])([CH3:32])[CH3:33], predict the reactants needed to synthesize it. The reactants are: C[Si]([N-][Si](C)(C)C)(C)C.[Li+].[CH2:11](P(=O)(OCC)OCC)[CH:12]=[CH:13][C:14]1[CH:19]=[CH:18][CH:17]=[CH:16][CH:15]=1.[C:28]([N:35]1[CH2:40][CH2:39][C:38](=O)[CH2:37][CH2:36]1)([O:30][C:31]([CH3:34])([CH3:33])[CH3:32])=[O:29]. (6) Given the product [CH2:2]([O:4][C:5](=[O:8])[CH2:6]/[N:7]=[CH:15]/[C:9]1[CH:14]=[CH:13][CH:12]=[CH:11][CH:10]=1)[CH3:3], predict the reactants needed to synthesize it. The reactants are: Cl.[CH2:2]([O:4][C:5](=[O:8])[CH2:6][NH2:7])[CH3:3].[C:9]1([CH3:15])[CH:14]=[CH:13][CH:12]=[CH:11][CH:10]=1.C(=O)C1C=CC=CC=1.[OH-].[Na+]. (7) The reactants are: [CH:1]1([C:6](=O)[CH2:7][C:8]#[N:9])[CH2:5][CH2:4][CH2:3][CH2:2]1.O.[NH2:12][NH2:13]. Given the product [CH:1]1([C:6]2[CH:7]=[C:8]([NH2:9])[NH:12][N:13]=2)[CH2:5][CH2:4][CH2:3][CH2:2]1, predict the reactants needed to synthesize it. (8) Given the product [CH3:32][O:31][C:5]1[CH:4]=[N:3][C:2]([C:34]([NH:36][CH3:39])=[O:33])=[C:7]2[NH:8][CH:9]=[C:10]([C:11](=[O:30])[C:12](=[O:13])[N:14]3[CH2:23][CH2:22][C:21]4[C:16](=[CH:17][CH:18]=[CH:19][C:20]=4[C:24]4[CH:29]=[CH:28][CH:27]=[CH:26][N:25]=4)[CH2:15]3)[C:6]=12, predict the reactants needed to synthesize it. The reactants are: Br[C:2]1[N:3]=[CH:4][C:5]([O:31][CH3:32])=[C:6]2[C:10]([C:11](=[O:30])[C:12]([N:14]3[CH2:23][CH2:22][C:21]4[C:16](=[CH:17][CH:18]=[CH:19][C:20]=4[C:24]4[CH:29]=[CH:28][CH:27]=[CH:26][N:25]=4)[CH2:15]3)=[O:13])=[CH:9][NH:8][C:7]=12.[OH2:33].[CH2:34]([N:36]([CH2:39]C)CC)C.CN. (9) Given the product [CH3:36][O:35][C:30]1[C:29]([CH:37]=[CH2:1])=[C:28]([CH3:27])[CH:33]=[C:32]([CH3:34])[N:31]=1, predict the reactants needed to synthesize it. The reactants are: [CH3:1]C(C)([O-])C.[K+].CP(C1C=CC=CC=1)(C1C=CC=CC=1)C1C=CC=CC=1.[CH3:27][C:28]1[CH:33]=[C:32]([CH3:34])[N:31]=[C:30]([O:35][CH3:36])[C:29]=1[CH:37]=O. (10) Given the product [CH3:23][C:9]1[N:8]([CH2:7][C:4]2[N:3]=[C:2]([C:30]3[CH:29]=[CH:28][CH:27]=[C:26]([C:25]([F:36])([F:35])[F:24])[CH:31]=3)[S:6][N:5]=2)[C:16]2[C:11]([CH:10]=1)=[C:12]([C:19]([F:22])([F:21])[F:20])[C:13]([C:17]#[N:18])=[CH:14][CH:15]=2, predict the reactants needed to synthesize it. The reactants are: Cl[C:2]1[S:6][N:5]=[C:4]([CH2:7][N:8]2[C:16]3[C:11](=[C:12]([C:19]([F:22])([F:21])[F:20])[C:13]([C:17]#[N:18])=[CH:14][CH:15]=3)[CH:10]=[C:9]2[CH3:23])[N:3]=1.[F:24][C:25]([F:36])([F:35])[C:26]1[CH:27]=[C:28](B(O)O)[CH:29]=[CH:30][CH:31]=1.